This data is from Peptide-MHC class II binding affinity with 134,281 pairs from IEDB. The task is: Regression. Given a peptide amino acid sequence and an MHC pseudo amino acid sequence, predict their binding affinity value. This is MHC class II binding data. (1) The peptide sequence is VQNTVEDLKLNTLGR. The MHC is DRB1_0301 with pseudo-sequence DRB1_0301. The binding affinity (normalized) is 0.449. (2) The binding affinity (normalized) is 0.280. The MHC is HLA-DQA10501-DQB10201 with pseudo-sequence HLA-DQA10501-DQB10201. The peptide sequence is AAEQLWVTVYYGVPVWK. (3) The peptide sequence is EAVSLLCSDKQPCNG. The MHC is HLA-DPA10201-DPB10501 with pseudo-sequence HLA-DPA10201-DPB10501. The binding affinity (normalized) is 0.0672. (4) The peptide sequence is PVLSAFKKFPKFNRV. The MHC is DRB1_0301 with pseudo-sequence DRB1_0301. The binding affinity (normalized) is 0.384.